From a dataset of Full USPTO retrosynthesis dataset with 1.9M reactions from patents (1976-2016). Predict the reactants needed to synthesize the given product. (1) The reactants are: [Cl:1][C:2]1[N:3]=[C:4]([N:22]2[CH2:27][CH2:26][CH:25]([CH2:28][NH:29][C:30](=[O:36])[O:31][C:32]([CH3:35])([CH3:34])[CH3:33])[CH2:24][CH2:23]2)[C:5]2[C:10](I)=[CH:9][N:8]([S:12]([C:15]3[CH:21]=[CH:20][C:18]([CH3:19])=[CH:17][CH:16]=3)(=[O:14])=[O:13])[C:6]=2[N:7]=1.[CH3:37][N:38](C=O)C. Given the product [Cl:1][C:2]1[N:3]=[C:4]([N:22]2[CH2:27][CH2:26][CH:25]([CH2:28][NH:29][C:30](=[O:36])[O:31][C:32]([CH3:35])([CH3:34])[CH3:33])[CH2:24][CH2:23]2)[C:5]2[C:10]([C:37]#[N:38])=[CH:9][N:8]([S:12]([C:15]3[CH:21]=[CH:20][C:18]([CH3:19])=[CH:17][CH:16]=3)(=[O:14])=[O:13])[C:6]=2[N:7]=1, predict the reactants needed to synthesize it. (2) The reactants are: [CH2:1]([O:3][C:4](=[O:15])[CH:5]([C:11]([CH3:14])([CH3:13])[CH3:12])[C:6]([O:8]CC)=[O:7])[CH3:2].[OH-].[Na+].Cl. Given the product [CH2:1]([O:3][C:4](=[O:15])[CH:5]([C:11]([CH3:14])([CH3:13])[CH3:12])[C:6]([OH:8])=[O:7])[CH3:2], predict the reactants needed to synthesize it. (3) Given the product [NH2:48][C:47]1[C:41]2[C:42](=[N:43][CH:44]=[C:39]([C:25]3[CH:26]=[CH:27][C:22]([CH2:21][NH:20][C:11]4[N:12]=[CH:13][C:14]([C:16]([F:18])([F:19])[F:17])=[CH:15][C:10]=4[C:9]([NH:8][C:5]4[CH:4]=[CH:3][C:2]([F:1])=[CH:7][N:6]=4)=[O:37])=[CH:23][CH:24]=3)[CH:40]=2)[NH:45][N:46]=1, predict the reactants needed to synthesize it. The reactants are: [F:1][C:2]1[CH:3]=[CH:4][C:5]([NH:8][C:9](=[O:37])[C:10]2[CH:15]=[C:14]([C:16]([F:19])([F:18])[F:17])[CH:13]=[N:12][C:11]=2[NH:20][CH2:21][C:22]2[CH:27]=[CH:26][C:25](B3OC(C)(C)C(C)(C)O3)=[CH:24][CH:23]=2)=[N:6][CH:7]=1.Br[C:39]1[CH:40]=[C:41]2[C:47]([NH2:48])=[N:46][NH:45][C:42]2=[N:43][CH:44]=1.C(=O)(O)[O-].[Na+].O. (4) Given the product [CH3:1][C:2]1[CH:3]=[CH:4][C:5]([C:8]2[CH2:14][CH2:13][CH2:12][CH2:11][CH2:10][C:9]=2[C:15]([OH:17])=[O:16])=[CH:6][CH:7]=1, predict the reactants needed to synthesize it. The reactants are: [CH3:1][C:2]1[CH:7]=[CH:6][C:5]([C:8]2[CH2:14][CH2:13][CH2:12][CH2:11][CH2:10][C:9]=2[C:15]([O:17]C)=[O:16])=[CH:4][CH:3]=1.[OH-].[Na+].Cl. (5) Given the product [NH2:1][C:2]1[N:7]=[C:6]([C:15]2[CH:16]=[CH:17][CH:18]=[CH:19][C:14]=2[F:13])[C:5]([C:9]#[N:10])=[C:4]([S:11][CH3:12])[N:3]=1, predict the reactants needed to synthesize it. The reactants are: [NH2:1][C:2]1[N:7]=[C:6](Cl)[C:5]([C:9]#[N:10])=[C:4]([S:11][CH3:12])[N:3]=1.[F:13][C:14]1[CH:19]=[CH:18][CH:17]=[CH:16][C:15]=1B(O)O.C(=O)([O-])[O-].[K+].[K+]. (6) Given the product [OH:54][C:50]1[CH2:51][CH2:52][CH2:53][C:48](=[O:55])[C:49]=1[C:12]([C:4]1[C:3](=[S:27])[N:2]([CH3:1])[C:11]2[C:6]([N:5]=1)=[CH:7][CH:8]=[CH:9][CH:10]=2)=[O:14], predict the reactants needed to synthesize it. The reactants are: [CH3:1][N:2]1[C:11]2[C:6](=[CH:7][CH:8]=[CH:9][CH:10]=2)[N:5]=[C:4]([C:12]([O:14]CC)=O)[C:3]1=O.COC1C=CC(P2(SP(C3C=CC(OC)=CC=3)(=S)S2)=[S:27])=CC=1.[OH-].[Na+].C(Cl)(=O)C(Cl)=O.[C:48]1(=[O:55])[CH2:53][CH2:52][CH2:51][C:50](=[O:54])[CH2:49]1.C(N(CC)CC)C.CC(C)(O)C#N. (7) Given the product [Cl:18][C:12]1[CH:13]=[C:14]([Cl:17])[CH:15]=[CH:16][C:11]=1[C:4]1[N:3]=[C:2]([O:19][CH2:20][CH2:21][NH:22][C:23]2[N:28]=[CH:27][C:26]([C:29]#[N:30])=[CH:25][CH:24]=2)[N:7]2[CH:8]=[CH:9][N:10]=[C:6]2[CH:5]=1, predict the reactants needed to synthesize it. The reactants are: Cl[C:2]1[N:7]2[CH:8]=[CH:9][N:10]=[C:6]2[CH:5]=[C:4]([C:11]2[CH:16]=[CH:15][C:14]([Cl:17])=[CH:13][C:12]=2[Cl:18])[N:3]=1.[OH:19][CH2:20][CH2:21][NH:22][C:23]1[N:28]=[CH:27][C:26]([C:29]#[N:30])=[CH:25][CH:24]=1.ClC1N=CC(C#N)=CC=1.NC(O)C.